This data is from Peptide-MHC class I binding affinity with 185,985 pairs from IEDB/IMGT. The task is: Regression. Given a peptide amino acid sequence and an MHC pseudo amino acid sequence, predict their binding affinity value. This is MHC class I binding data. (1) The peptide sequence is MTFPLHFRS. The MHC is HLA-A02:01 with pseudo-sequence HLA-A02:01. The binding affinity (normalized) is 0.0847. (2) The peptide sequence is KRSQDSPLK. The MHC is HLA-B27:05 with pseudo-sequence HLA-B27:05. The binding affinity (normalized) is 0.353. (3) The peptide sequence is FVFAPTHGL. The MHC is HLA-A68:23 with pseudo-sequence HLA-A68:23. The binding affinity (normalized) is 0.808. (4) The peptide sequence is ETPLREQENS. The MHC is Mamu-B8301 with pseudo-sequence Mamu-B8301. The binding affinity (normalized) is 0. (5) The peptide sequence is VPLRPMTYK. The MHC is HLA-B35:01 with pseudo-sequence HLA-B35:01. The binding affinity (normalized) is 0. (6) The binding affinity (normalized) is 0.605. The peptide sequence is KLAETRMGY. The MHC is HLA-A03:01 with pseudo-sequence HLA-A03:01. (7) The peptide sequence is KAALDLSHFL. The MHC is HLA-A23:01 with pseudo-sequence HLA-A23:01. The binding affinity (normalized) is 0. (8) The peptide sequence is KFHGRRATF. The MHC is HLA-A30:02 with pseudo-sequence HLA-A30:02. The binding affinity (normalized) is 0.203.